Dataset: NCI-60 drug combinations with 297,098 pairs across 59 cell lines. Task: Regression. Given two drug SMILES strings and cell line genomic features, predict the synergy score measuring deviation from expected non-interaction effect. (1) Drug 1: C1=CC(=CC=C1CCC2=CNC3=C2C(=O)NC(=N3)N)C(=O)NC(CCC(=O)O)C(=O)O. Drug 2: C1CCC(CC1)NC(=O)N(CCCl)N=O. Synergy scores: CSS=10.1, Synergy_ZIP=-8.04, Synergy_Bliss=-8.18, Synergy_Loewe=-6.82, Synergy_HSA=-6.11. Cell line: NCI-H226. (2) Drug 1: C1CN(CCN1C(=O)CCBr)C(=O)CCBr. Drug 2: CN(C(=O)NC(C=O)C(C(C(CO)O)O)O)N=O. Cell line: SW-620. Synergy scores: CSS=23.7, Synergy_ZIP=-6.61, Synergy_Bliss=2.07, Synergy_Loewe=-0.248, Synergy_HSA=3.22. (3) Drug 1: COC1=NC(=NC2=C1N=CN2C3C(C(C(O3)CO)O)O)N. Drug 2: C1=CC=C(C=C1)NC(=O)CCCCCCC(=O)NO. Cell line: LOX IMVI. Synergy scores: CSS=0.978, Synergy_ZIP=-0.818, Synergy_Bliss=0.760, Synergy_Loewe=-12.7, Synergy_HSA=-3.42. (4) Drug 1: C1CN1P(=S)(N2CC2)N3CC3. Drug 2: CCCCCOC(=O)NC1=NC(=O)N(C=C1F)C2C(C(C(O2)C)O)O. Cell line: MCF7. Synergy scores: CSS=8.26, Synergy_ZIP=-3.70, Synergy_Bliss=-1.56, Synergy_Loewe=-6.63, Synergy_HSA=-2.23.